From a dataset of Reaction yield outcomes from USPTO patents with 853,638 reactions. Predict the reaction yield, written as a fraction of the theoretical maximum amount of product (1.0 means a 100% yield; for example, 0.34 means a 34% yield). The reactants are C([O:3][P:4]([CH2:9][CH2:10][N:11]([C:37](=[O:39])[CH3:38])[CH2:12][C:13]([CH3:36])=[CH:14][CH2:15][C:16]1[C:17]([O:29]CC[Si](C)(C)C)=[C:18]2[C:22](=[C:23]([CH3:27])[C:24]=1[O:25][CH3:26])[CH2:21][O:20][C:19]2=[O:28])(=[O:8])[O:5]CC)C.C[Si](Br)(C)C.N1C(C)=CC=CC=1C. The catalyst is C(#N)C. The product is [C:37]([N:11]([CH2:12][C:13]([CH3:36])=[CH:14][CH2:15][C:16]1[C:17]([OH:29])=[C:18]2[C:22](=[C:23]([CH3:27])[C:24]=1[O:25][CH3:26])[CH2:21][O:20][C:19]2=[O:28])[CH2:10][CH2:9][P:4](=[O:3])([OH:5])[OH:8])(=[O:39])[CH3:38]. The yield is 0.530.